This data is from Catalyst prediction with 721,799 reactions and 888 catalyst types from USPTO. The task is: Predict which catalyst facilitates the given reaction. (1) Reactant: [Br:1][C:2]1[CH:7]=[CH:6][C:5]([C:8]2[S:12][CH:11]=[C:10]([C:13](=[N:15][NH:16][C:17]([N:19]3[CH2:24][CH2:23][CH:22]([C:25](O)=[O:26])[CH2:21][CH2:20]3)=[S:18])[CH3:14])[C:9]=2[OH:28])=[CH:4][CH:3]=1.Cl.CN(C)CCCN=C=NCC.C1C=CC2N(O)N=NC=2C=1.C(N(C(C)C)CC)(C)C.[N:60]1[CH:65]=[CH:64][C:63]([CH2:66][NH2:67])=[CH:62][CH:61]=1. Product: [N:60]1[CH:65]=[CH:64][C:63]([CH2:66][NH:67][C:25]([CH:22]2[CH2:21][CH2:20][N:19]([C:17]([NH:16][N:15]=[C:13]([C:10]3[C:9]([OH:28])=[C:8]([C:5]4[CH:6]=[CH:7][C:2]([Br:1])=[CH:3][CH:4]=4)[S:12][CH:11]=3)[CH3:14])=[S:18])[CH2:24][CH2:23]2)=[O:26])=[CH:62][CH:61]=1. The catalyst class is: 145. (2) Reactant: [Mg].Br[CH2:3][CH2:4][CH2:5][CH2:6][CH2:7][CH2:8][CH2:9][CH2:10][CH2:11][CH2:12][CH2:13][CH2:14][CH2:15][CH2:16][CH2:17][CH3:18].[N:19]1[C:26](Cl)=[N:25][C:23]([Cl:24])=[N:22][C:20]=1[Cl:21]. Product: [Cl:21][C:20]1[N:22]=[C:23]([Cl:24])[N:25]=[C:26]([CH2:18][CH2:17][CH2:16][CH2:15][CH2:14][CH2:13][CH2:12][CH2:11][CH2:10][CH2:9][CH2:8][CH2:7][CH2:6][CH2:5][CH2:4][CH3:3])[N:19]=1. The catalyst class is: 7.